From a dataset of Full USPTO retrosynthesis dataset with 1.9M reactions from patents (1976-2016). Predict the reactants needed to synthesize the given product. (1) Given the product [C:1]([NH:4][C:5]1[C:14]([Br:17])=[CH:13][C:8]([C:9]([O:11][CH3:12])=[O:10])=[C:7]([O:15][CH3:16])[CH:6]=1)(=[O:3])[CH3:2], predict the reactants needed to synthesize it. The reactants are: [C:1]([NH:4][C:5]1[CH:14]=[CH:13][C:8]([C:9]([O:11][CH3:12])=[O:10])=[C:7]([O:15][CH3:16])[CH:6]=1)(=[O:3])[CH3:2].[Br:17]Br. (2) The reactants are: [N:1]1([C@@H:6]2[CH2:10][CH2:9][N:8]([C:11]3[CH:16]=[CH:15][C:14]([N:17]4[CH:26]=[CH:25][C:24]5[C:19](=[CH:20][CH:21]=[C:22]([C:27]#[C:28][CH2:29][CH2:30][CH3:31])[CH:23]=5)[C:18]4=[O:32])=[CH:13][C:12]=3[F:33])[CH2:7]2)[CH2:5][CH2:4][CH2:3][CH2:2]1.N1C2C(=CC=CC=2)C=CC=1. Given the product [N:1]1([C@@H:6]2[CH2:10][CH2:9][N:8]([C:11]3[CH:16]=[CH:15][C:14]([N:17]4[CH:26]=[CH:25][C:24]5[C:19](=[CH:20][CH:21]=[C:22](/[CH:27]=[CH:28]\[CH2:29][CH2:30][CH3:31])[CH:23]=5)[C:18]4=[O:32])=[CH:13][C:12]=3[F:33])[CH2:7]2)[CH2:2][CH2:3][CH2:4][CH2:5]1, predict the reactants needed to synthesize it. (3) Given the product [Cl:21][CH2:22][C:23]([N:5]([CH:1]1[CH2:4][CH2:3][CH2:2]1)[C:6]1[CH:11]=[CH:10][CH:9]=[C:8]([O:12][CH3:13])[N:7]=1)=[O:24], predict the reactants needed to synthesize it. The reactants are: [CH:1]1([NH:5][C:6]2[CH:11]=[CH:10][CH:9]=[C:8]([O:12][CH3:13])[N:7]=2)[CH2:4][CH2:3][CH2:2]1.CCN(CC)CC.[Cl:21][CH2:22][C:23](Cl)=[O:24]. (4) Given the product [Br:1][C:15]1[CH:16]=[C:10]([F:9])[CH:11]=[C:12]([CH3:17])[C:13]=1[NH2:14], predict the reactants needed to synthesize it. The reactants are: [Br:1]N1C(=O)CCC1=O.[F:9][C:10]1[CH:16]=[CH:15][C:13]([NH2:14])=[C:12]([CH3:17])[CH:11]=1.O.C(OCC)(=O)C.